Task: Regression. Given two drug SMILES strings and cell line genomic features, predict the synergy score measuring deviation from expected non-interaction effect.. Dataset: NCI-60 drug combinations with 297,098 pairs across 59 cell lines Drug 1: COC1=C(C=C2C(=C1)N=CN=C2NC3=CC(=C(C=C3)F)Cl)OCCCN4CCOCC4. Drug 2: C1CCC(CC1)NC(=O)N(CCCl)N=O. Cell line: ACHN. Synergy scores: CSS=47.4, Synergy_ZIP=-2.98, Synergy_Bliss=-3.00, Synergy_Loewe=-15.1, Synergy_HSA=1.92.